From a dataset of Forward reaction prediction with 1.9M reactions from USPTO patents (1976-2016). Predict the product of the given reaction. (1) Given the reactants C([C:6]1[CH:11]=[CH:10][C:9]([CH2:12][C:13]([OH:15])=[O:14])=[CH:8][C:7]=1[O:16][CH3:17])(=O)CCC.CN([CH:21]=[O:22])C.C(Cl)(=O)C(Cl)=[O:25].NC1S[CH:32]=[C:33]([C:35]2C=CC(Cl)=CC=2)N=1, predict the reaction product. The product is: [C:13]([CH2:12][C:9]1[CH:10]=[CH:11][C:6]([O:25][C:21](=[O:22])[CH2:32][CH2:33][CH3:35])=[C:7]([O:16][CH3:17])[CH:8]=1)([OH:15])=[O:14]. (2) The product is: [F:8][C:9]1[CH:10]=[C:11]([C:16]2[CH:21]=[CH:20][C:19](=[O:22])[N:18]([CH2:23][C:24]3[CH:33]=[CH:32][CH:31]=[C:26]([C:27]4[O:28][C:1](=[O:2])[NH:30][N:29]=4)[CH:25]=3)[N:17]=2)[CH:12]=[C:13]([F:15])[CH:14]=1. Given the reactants [CH:1](OC(Cl)(Cl)Cl)=[O:2].[F:8][C:9]1[CH:10]=[C:11]([C:16]2[CH:21]=[CH:20][C:19](=[O:22])[N:18]([CH2:23][C:24]3[CH:25]=[C:26]([CH:31]=[CH:32][CH:33]=3)[C:27]([NH:29][NH2:30])=[O:28])[N:17]=2)[CH:12]=[C:13]([F:15])[CH:14]=1.O, predict the reaction product. (3) Given the reactants N[C:2]1[C:3]([CH3:12])=[C:4]([C:8]([CH3:11])=[CH:9][CH:10]=1)[C:5]([OH:7])=[O:6].[OH:13]S(O)(=O)=O.N([O-])=O.[Na+], predict the reaction product. The product is: [OH:13][C:2]1[C:3]([CH3:12])=[C:4]([C:8]([CH3:11])=[CH:9][CH:10]=1)[C:5]([OH:7])=[O:6].